From a dataset of Forward reaction prediction with 1.9M reactions from USPTO patents (1976-2016). Predict the product of the given reaction. Given the reactants [Br:1][C:2]1[CH:3]=[C:4]([CH:6]=[CH:7][CH:8]=1)[NH2:5].Br[CH2:10][C:11]([OH:13])=[O:12].C(N(CC)CC)C, predict the reaction product. The product is: [Br:1][C:2]1[CH:3]=[C:4]([NH:5][CH2:10][C:11]([OH:13])=[O:12])[CH:6]=[CH:7][CH:8]=1.